This data is from Catalyst prediction with 721,799 reactions and 888 catalyst types from USPTO. The task is: Predict which catalyst facilitates the given reaction. (1) Reactant: [NH:1]1[C:11]2[C:12]3[CH:3]([CH2:4][C:5](=[O:13])[NH:6][C:7]=3[CH:8]=[CH:9][CH:10]=2)[C:2]1=[O:14].[H-].[Na+].Br[CH2:18][N:19]1[C:23](=[O:24])[C:22]2=[CH:25][CH:26]=[CH:27][CH:28]=[C:21]2[C:20]1=[O:29]. Product: [O:29]=[C:20]1[C:21]2[C:22](=[CH:25][CH:26]=[CH:27][CH:28]=2)[C:23](=[O:24])[N:19]1[CH2:18][C:3]12[C:2](=[O:14])[NH:1][C:11]3[C:12]1=[C:7]([CH:8]=[CH:9][CH:10]=3)[NH:6][C:5](=[O:13])[CH2:4]2. The catalyst class is: 3. (2) Reactant: Cl.Cl.[NH:3]1[C:11]2[C:6](=[CH:7][C:8]([C:12]3[C:20]4[C:15](=[N:16][CH:17]=[N:18][C:19]=4[NH2:21])[N:14]([CH3:22])[N:13]=3)=[CH:9][CH:10]=2)[CH2:5][CH2:4]1.[Cl:23][C:24]1[CH:25]=[C:26]([CH2:31][C:32](O)=[O:33])[CH:27]=[CH:28][C:29]=1[F:30].CN(C(ON1N=NC2C=CC=NC1=2)=[N+](C)C)C.F[P-](F)(F)(F)(F)F.CCN(C(C)C)C(C)C. Product: [Cl:23][C:24]1[CH:25]=[C:26]([CH2:31][C:32]([N:3]2[C:11]3[C:6](=[CH:7][C:8]([C:12]4[C:20]5[C:15](=[N:16][CH:17]=[N:18][C:19]=5[NH2:21])[N:14]([CH3:22])[N:13]=4)=[CH:9][CH:10]=3)[CH2:5][CH2:4]2)=[O:33])[CH:27]=[CH:28][C:29]=1[F:30]. The catalyst class is: 18. (3) Reactant: [Cl:1][C:2]1[C:9]([C:10]([F:13])([F:12])[F:11])=[CH:8][C:5]([C:6]#[N:7])=[CH:4][C:3]=1[C:14]([F:17])([F:16])[F:15].C([O-])([O-])=[O:19].[K+].[K+].OO. Product: [Cl:1][C:2]1[C:3]([C:14]([F:15])([F:16])[F:17])=[CH:4][C:5]([C:6]([NH2:7])=[O:19])=[CH:8][C:9]=1[C:10]([F:11])([F:12])[F:13]. The catalyst class is: 16. (4) Reactant: C[N:2]1[CH:7]=[C:6]([N+:8]([O-:10])=[O:9])[CH:5]=[C:4]([N+]([O-])=O)[C:3]1=O.[C:15]1(=O)[CH2:20]CC[CH2:17][CH2:16]1.N. Product: [N+:8]([C:6]1[CH:7]=[N:2][C:3]2[CH2:20][CH2:15][CH2:16][CH2:17][C:4]=2[CH:5]=1)([O-:10])=[O:9]. The catalyst class is: 5.